From a dataset of CYP3A4 inhibition data for predicting drug metabolism from PubChem BioAssay. Regression/Classification. Given a drug SMILES string, predict its absorption, distribution, metabolism, or excretion properties. Task type varies by dataset: regression for continuous measurements (e.g., permeability, clearance, half-life) or binary classification for categorical outcomes (e.g., BBB penetration, CYP inhibition). Dataset: cyp3a4_veith. (1) The drug is COc1ccc(C(=O)N2CCC3(CCCN(c4ccc(-c5ccccc5)cc4)C3)CC2)cc1. The result is 1 (inhibitor). (2) The compound is COC(=O)c1cnn(C(=O)c2ccccc2Br)c1N. The result is 0 (non-inhibitor).